Dataset: Reaction yield outcomes from USPTO patents with 853,638 reactions. Task: Predict the reaction yield, written as a fraction of the theoretical maximum amount of product (1.0 means a 100% yield; for example, 0.34 means a 34% yield). (1) The reactants are [N:1]1([C:7]2[CH:8]=[CH:9][C:10]3[CH2:11][N:12]([C:18]([O:20][C:21]([CH3:24])([CH3:23])[CH3:22])=[O:19])[CH2:13][CH2:14][O:15][C:16]=3[N:17]=2)[CH2:6][CH2:5][NH:4][CH2:3][CH2:2]1.[C:25]1([CH2:31][CH2:32][CH:33]=O)[CH:30]=[CH:29][CH:28]=[CH:27][CH:26]=1.[OH-].[Na+]. The catalyst is C1COCC1.CC(C)[O-].CC(C)[O-].CC(C)[O-].CC(C)[O-].[Ti+4]. The product is [C:25]1([CH2:31][CH2:32][CH2:33][N:4]2[CH2:5][CH2:6][N:1]([C:7]3[CH:8]=[CH:9][C:10]4[CH2:11][N:12]([C:18]([O:20][C:21]([CH3:24])([CH3:23])[CH3:22])=[O:19])[CH2:13][CH2:14][O:15][C:16]=4[N:17]=3)[CH2:2][CH2:3]2)[CH:30]=[CH:29][CH:28]=[CH:27][CH:26]=1. The yield is 0.0400. (2) The reactants are Cl.[CH2:2]([C:4]1[N:8]([C:9]2[N:17]=[C:16]3[C:12]([N:13]=[C:14]([CH:19]4[CH2:24][CH2:23][NH:22][CH2:21][CH2:20]4)[N:15]3[CH3:18])=[C:11]([N:25]3[CH2:30][CH2:29][O:28][CH2:27][CH2:26]3)[N:10]=2)[C:7]2[CH:31]=[CH:32][CH:33]=[CH:34][C:6]=2[N:5]=1)[CH3:3].Br[CH2:36][C:37]([NH2:39])=[O:38].[I-].[Na+].C([O-])([O-])=O.[K+].[K+]. The catalyst is CC#N.CCOC(C)=O. The product is [CH2:2]([C:4]1[N:8]([C:9]2[N:17]=[C:16]3[C:12]([N:13]=[C:14]([CH:19]4[CH2:20][CH2:21][N:22]([CH2:36][C:37]([NH2:39])=[O:38])[CH2:23][CH2:24]4)[N:15]3[CH3:18])=[C:11]([N:25]3[CH2:26][CH2:27][O:28][CH2:29][CH2:30]3)[N:10]=2)[C:7]2[CH:31]=[CH:32][CH:33]=[CH:34][C:6]=2[N:5]=1)[CH3:3]. The yield is 0.760.